This data is from Aqueous solubility values for 9,982 compounds from the AqSolDB database. The task is: Regression/Classification. Given a drug SMILES string, predict its absorption, distribution, metabolism, or excretion properties. Task type varies by dataset: regression for continuous measurements (e.g., permeability, clearance, half-life) or binary classification for categorical outcomes (e.g., BBB penetration, CYP inhibition). For this dataset (solubility_aqsoldb), we predict Y. (1) The compound is CCOC(=O)c1nc(C(Cl)(Cl)Cl)n(-c2ccc(Cl)cc2Cl)n1. The Y is -5.65 log mol/L. (2) The drug is O=c1cccc2n1CC1CNCC2C1. The Y is 0.360 log mol/L. (3) The molecule is CC(=O)OCCOc1ccc(C(C)(C)c2ccc(OCCOC(C)=O)cc2)cc1. The Y is -8.06 log mol/L. (4) The compound is O=S(=O)([O-])[O-].[Na+].[Na+]. The Y is 0.126 log mol/L. (5) The Y is -1.66 log mol/L. The molecule is O=C1NC(=O)C2(CCC2)C(=O)N1. (6) The drug is CC(C)OC(=O)C1(S(=O)(=O)c2ccc([N+](=O)[O-])cc2)CCCCC1. The Y is -4.88 log mol/L.